Dataset: Catalyst prediction with 721,799 reactions and 888 catalyst types from USPTO. Task: Predict which catalyst facilitates the given reaction. (1) Reactant: [C:1]12([OH:13])[CH2:10][C:5]3([OH:11])[CH2:6][CH:7]([CH2:9][C:3]([OH:12])([CH2:4]3)[CH2:2]1)[CH2:8]2.C(O[C:18](=[O:20])[CH3:19])(=O)C. Product: [C:5]([O:13][C:1]12[CH2:10][C:5]3([O:11][C:3](=[O:12])[CH3:2])[CH2:6][CH:7]([CH2:9][C:3]([O:12][C:18](=[O:20])[CH3:19])([CH2:4]3)[CH2:2]1)[CH2:8]2)(=[O:11])[CH3:4]. The catalyst class is: 65. (2) Reactant: Br[CH2:2][C:3](=O)[C:4]([O:6][CH2:7][CH3:8])=[O:5].[NH2:10][C:11]([CH:13]1[CH2:18][CH2:17][N:16]([C:19]([O:21][CH2:22][C:23]2[CH:28]=[CH:27][CH:26]=[CH:25][CH:24]=2)=[O:20])[CH2:15][CH2:14]1)=[S:12]. Product: [CH2:7]([O:6][C:4]([C:3]1[N:10]=[C:11]([CH:13]2[CH2:18][CH2:17][N:16]([C:19]([O:21][CH2:22][C:23]3[CH:24]=[CH:25][CH:26]=[CH:27][CH:28]=3)=[O:20])[CH2:15][CH2:14]2)[S:12][CH:2]=1)=[O:5])[CH3:8]. The catalyst class is: 8. (3) Reactant: [F:1][C:2]([F:43])([F:42])[C:3]1[CH:4]=[C:5]([CH:9]([NH:34]C(=O)OC(C)(C)C)[C:10]2[N:11]=[CH:12][N:13](C(C3C=CC=CC=3)(C3C=CC=CC=3)C3C=CC=CC=3)[CH:14]=2)[CH:6]=[CH:7][CH:8]=1.[ClH:44]. Product: [ClH:44].[ClH:44].[NH:13]1[CH:14]=[C:10]([CH:9]([C:5]2[CH:6]=[CH:7][CH:8]=[C:3]([C:2]([F:1])([F:42])[F:43])[CH:4]=2)[NH2:34])[N:11]=[CH:12]1. The catalyst class is: 12. (4) Reactant: [NH2:1][C:2]1[CH:3]=[C:4]([OH:8])[CH:5]=[CH:6][CH:7]=1.[CH3:9][C:10]([O:13][C:14](O[C:14]([O:13][C:10]([CH3:12])([CH3:11])[CH3:9])=[O:15])=[O:15])([CH3:12])[CH3:11]. Product: [OH:8][C:4]1[CH:3]=[C:2]([NH:1][C:14](=[O:15])[O:13][C:10]([CH3:12])([CH3:11])[CH3:9])[CH:7]=[CH:6][CH:5]=1. The catalyst class is: 12. (5) Reactant: [CH:1]1([CH2:7][C@H:8]([NH:12][C:13](=[O:19])[O:14][C:15]([CH3:18])([CH3:17])[CH3:16])[C@@H:9]2[CH2:11][O:10]2)[CH2:6][CH2:5][CH2:4][CH2:3][CH2:2]1.[OH-].[NH4+:21]. Product: [NH2:21][CH2:11][C@H:9]([OH:10])[C@@H:8]([NH:12][C:13](=[O:19])[O:14][C:15]([CH3:18])([CH3:17])[CH3:16])[CH2:7][CH:1]1[CH2:6][CH2:5][CH2:4][CH2:3][CH2:2]1. The catalyst class is: 5. (6) Reactant: Cl.[CH3:2][C:3]1[CH:7]=[CH:6][S:5][C:4]=1[CH2:8][N:9]1[C:14]2[CH:15]=[C:16]([C:18]3[CH:23]=[CH:22][CH:21]=[CH:20][CH:19]=3)[S:17][C:13]=2[C:12](=[O:24])[N:11]([CH:25]2[CH2:30][CH2:29][NH:28][CH2:27][CH2:26]2)[C:10]1=[O:31].[CH2:32]([O:34][C:35]1[C:44]([O:45][CH3:46])=[CH:43][C:42]2[C:41]([C:47]3[CH:55]=[CH:54][C:50]([C:51](O)=[O:52])=[CH:49][CH:48]=3)=[N:40][C@@H:39]3[CH2:56][CH2:57][S:58][CH2:59][C@@H:38]3[C:37]=2[CH:36]=1)[CH3:33].CN(C(ON1N=NC2C=CC=CC1=2)=[N+](C)C)C.F[P-](F)(F)(F)(F)F.CCN(C(C)C)C(C)C. Product: [CH2:32]([O:34][C:35]1[C:44]([O:45][CH3:46])=[CH:43][C:42]2[C:41]([C:47]3[CH:48]=[CH:49][C:50]([C:51]([N:28]4[CH2:27][CH2:26][CH:25]([N:11]5[C:12](=[O:24])[C:13]6[S:17][C:16]([C:18]7[CH:19]=[CH:20][CH:21]=[CH:22][CH:23]=7)=[CH:15][C:14]=6[N:9]([CH2:8][C:4]6[S:5][CH:6]=[CH:7][C:3]=6[CH3:2])[C:10]5=[O:31])[CH2:30][CH2:29]4)=[O:52])=[CH:54][CH:55]=3)=[N:40][C@@H:39]3[CH2:56][CH2:57][S:58][CH2:59][C@@H:38]3[C:37]=2[CH:36]=1)[CH3:33]. The catalyst class is: 2. (7) Reactant: [NH2:1][C:2]1[CH:9]=[CH:8][C:7](B2OC(C)(C)C(C)(C)O2)=[CH:6][C:3]=1[C:4]#[N:5].[NH2:19][C:20]1C=CC(Br)=C[C:21]=1[C:22]#[N:23].B1(B2OC(C)(C)C(C)(C)O2)OC(C)(C)C(C)(C)O1.CC([O-])=O.[K+].[CH2:52](Cl)[Cl:53]. Product: [NH2:1][C:2]1[CH:9]=[CH:8][C:7]([C:22]2[CH:21]=[CH:20][N:19]=[C:52]([Cl:53])[N:23]=2)=[CH:6][C:3]=1[C:4]#[N:5]. The catalyst class is: 800. (8) Reactant: [F:1][C:2]([F:11])([F:10])[C:3]1[CH:8]=[CH:7][CH:6]=[CH:5][C:4]=1[SH:9].Br[CH2:13][CH:14](OCC)OCC.C(=O)([O-])[O-].[K+].[K+]. Product: [F:11][C:2]([F:1])([F:10])[C:3]1[C:4]2[S:9][CH:13]=[CH:14][C:5]=2[CH:6]=[CH:7][CH:8]=1. The catalyst class is: 21. (9) Reactant: [F:1][C:2]1[C:3]([O:10][CH3:11])=[C:4]([CH:7]=[CH:8][CH:9]=1)[C:5]#[N:6].[Li+].C[Si]([N-:17][Si](C)(C)C)(C)C. Product: [F:1][C:2]1[C:3]([O:10][CH3:11])=[C:4]([C:5](=[NH:17])[NH2:6])[CH:7]=[CH:8][CH:9]=1. The catalyst class is: 28. (10) Reactant: Br[CH:2]1[CH2:8][CH2:7][O:6][C:5]2[CH:9]=[CH:10][C:11]([F:13])=[CH:12][C:4]=2[C:3]1=O.[C:15]([NH2:22])(=[S:21])[C:16]([O:18][CH2:19][CH3:20])=[O:17]. Product: [CH2:19]([O:18][C:16]([C:15]1[S:21][C:2]2[CH2:8][CH2:7][O:6][C:5]3[CH:9]=[CH:10][C:11]([F:13])=[CH:12][C:4]=3[C:3]=2[N:22]=1)=[O:17])[CH3:20]. The catalyst class is: 8.